From a dataset of Peptide-MHC class II binding affinity with 134,281 pairs from IEDB. Regression. Given a peptide amino acid sequence and an MHC pseudo amino acid sequence, predict their binding affinity value. This is MHC class II binding data. The peptide sequence is GELQIVDKIWAAFKI. The MHC is DRB1_0401 with pseudo-sequence DRB1_0401. The binding affinity (normalized) is 0.647.